Dataset: Full USPTO retrosynthesis dataset with 1.9M reactions from patents (1976-2016). Task: Predict the reactants needed to synthesize the given product. (1) Given the product [OH:25][C@@H:12]1[C@H:11]([OH:27])[C@@H:10]([CH2:9][OH:8])[NH:14][C@H:13]1[C:15]1[CH:20]=[CH:19][C:18](=[O:21])[NH:17][C:16]=1[OH:23], predict the reactants needed to synthesize it. The reactants are: [Si]([O:8][CH2:9][C@H:10]1[NH:14][CH:13]([C:15]2[C:16]([O:23]C)=[N:17][C:18]([O:21]C)=[CH:19][CH:20]=2)[C@@H:12]2[O:25]C(C)(C)[O:27][C@H:11]12)(C(C)(C)C)(C)C.Cl. (2) Given the product [C:1]([C@@H:4]([NH:6][C:7]([C@H:9]([NH:21][C:22](=[O:51])[C@H:23]([CH2:47][CH:48]([CH3:50])[CH3:49])[CH2:24][C:25]([NH:27][O:28][CH2:29][C:30]1[CH:35]=[CH:34][CH:33]=[CH:32][CH:31]=1)=[O:26])[CH2:10][C:11]1[CH:20]=[CH:19][C:18]2[C:13](=[CH:14][CH:15]=[CH:16][CH:17]=2)[CH:12]=1)=[O:8])[CH3:5])(=[O:3])[NH2:2], predict the reactants needed to synthesize it. The reactants are: [C:1]([C@@H:4]([NH:6][C:7]([C@H:9]([NH:21][C:22](=[O:51])[C@H:23]([CH2:47][CH:48]([CH3:50])[CH3:49])[CH2:24][C:25]([N:27](CC1C=CC(OC)=CC=1OC)[O:28][CH2:29][C:30]1[CH:35]=[CH:34][CH:33]=[CH:32][CH:31]=1)=[O:26])[CH2:10][C:11]1[CH:20]=[CH:19][C:18]2[C:13](=[CH:14][CH:15]=[CH:16][CH:17]=2)[CH:12]=1)=[O:8])[CH3:5])(=[O:3])[NH2:2].FC(F)(F)C(O)=O.C[Si](Br)(C)C. (3) Given the product [F:18][C:2]([F:1])([F:17])[C:3]1[CH:4]=[C:5]([CH:14]=[CH:15][CH:16]=1)[CH2:6][CH:7]1[S:11][C:10](=[N:12][C:26](=[O:33])[C:27]2[CH:32]=[CH:31][CH:30]=[CH:29][CH:28]=2)[NH:9][C:8]1=[O:13], predict the reactants needed to synthesize it. The reactants are: [F:1][C:2]([F:18])([F:17])[C:3]1[CH:4]=[C:5]([CH:14]=[CH:15][CH:16]=1)[CH2:6][CH:7]1[S:11][C:10]([NH2:12])=[N:9][C:8]1=[O:13].C(N(CC)CC)C.[C:26](Cl)(=[O:33])[C:27]1[CH:32]=[CH:31][CH:30]=[CH:29][CH:28]=1.C([O-])(O)=O.[Na+]. (4) Given the product [CH:1]1([C:4]2[N:8]([C:9]3[CH:14]=[CH:13][CH:12]=[CH:11][C:10]=3[F:15])[N:7]=[N:6][C:5]=2[C:16]2[O:18][N:29]=[C:26]([C:21]3[CH:22]=[CH:23][CH:24]=[CH:25][C:20]=3[F:19])[N:27]=2)[CH2:2][CH2:3]1, predict the reactants needed to synthesize it. The reactants are: [CH:1]1([C:4]2[N:8]([C:9]3[CH:14]=[CH:13][CH:12]=[CH:11][C:10]=3[F:15])[N:7]=[N:6][C:5]=2[C:16]([OH:18])=O)[CH2:3][CH2:2]1.[F:19][C:20]1[CH:25]=[CH:24][CH:23]=[CH:22][C:21]=1[C:26](=[NH:29])[NH:27]O. (5) Given the product [Br:1][C:2]1[C:14](=[O:15])[N:13]([CH:16]2[CH2:20][CH2:19][CH2:18][CH2:17]2)[C:5]2[N:6]=[C:7]([NH:35][C:32]3[CH:31]=[CH:30][C:29]([N:26]4[CH2:27][CH2:28][N:23]([CH3:22])[CH2:24][CH2:25]4)=[CH:34][N:33]=3)[N:8]=[CH:9][C:4]=2[C:3]=1[CH3:21], predict the reactants needed to synthesize it. The reactants are: [Br:1][C:2]1[C:14](=[O:15])[N:13]([CH:16]2[CH2:20][CH2:19][CH2:18][CH2:17]2)[C:5]2[N:6]=[C:7](S(C)=O)[N:8]=[CH:9][C:4]=2[C:3]=1[CH3:21].[CH3:22][N:23]1[CH2:28][CH2:27][N:26]([C:29]2[CH:30]=[CH:31][C:32]([NH2:35])=[N:33][CH:34]=2)[CH2:25][CH2:24]1. (6) Given the product [C:32]([O:35][C:36]([CH3:41])([CH3:40])[C:37]([NH:22][NH:21][C:19]([C:17]1[CH:18]=[C:13]([C:10]2[CH:11]=[N:12][C:7]([NH:6][C:4]([NH:3][CH2:1][CH3:2])=[O:5])=[CH:8][C:9]=2[C:23]2[S:24][CH:25]=[C:26]([C:28]([F:31])([F:30])[F:29])[N:27]=2)[CH:14]=[N:15][CH:16]=1)=[O:20])=[O:38])(=[O:34])[CH3:33], predict the reactants needed to synthesize it. The reactants are: [CH2:1]([NH:3][C:4]([NH:6][C:7]1[N:12]=[CH:11][C:10]([C:13]2[CH:14]=[N:15][CH:16]=[C:17]([C:19]([NH:21][NH2:22])=[O:20])[CH:18]=2)=[C:9]([C:23]2[S:24][CH:25]=[C:26]([C:28]([F:31])([F:30])[F:29])[N:27]=2)[CH:8]=1)=[O:5])[CH3:2].[C:32]([O:35][C:36]([CH3:41])([CH3:40])[C:37](Cl)=[O:38])(=[O:34])[CH3:33]. (7) Given the product [ClH:7].[NH2:14][CH2:15][CH2:16][C:17]1[CH:34]=[CH:33][C:20]2[N:21]([CH2:31][CH3:32])[C:22](=[O:30])[C:23]([CH3:28])([CH3:29])[C:24](=[O:27])[N:25]([CH3:26])[C:19]=2[CH:18]=1, predict the reactants needed to synthesize it. The reactants are: C(OC(=O)C)C.[ClH:7].C(OC(=O)[NH:14][CH2:15][CH2:16][C:17]1[CH:34]=[CH:33][C:20]2[N:21]([CH2:31][CH3:32])[C:22](=[O:30])[C:23]([CH3:29])([CH3:28])[C:24](=[O:27])[N:25]([CH3:26])[C:19]=2[CH:18]=1)(C)(C)C.